This data is from Forward reaction prediction with 1.9M reactions from USPTO patents (1976-2016). The task is: Predict the product of the given reaction. (1) Given the reactants [CH:1]([C:4]1[NH:5][C:6]([C:12]2[CH:17]=[CH:16][N:15]=[C:14](/[CH:18]=[CH:19]/[C:20]3[CH:25]=[CH:24][CH:23]=[CH:22][CH:21]=3)[CH:13]=2)=[CH:7][C:8]=1[C:9](O)=[O:10])([CH3:3])[CH3:2].[CH3:26][O:27][C:28]1[CH:35]=[C:34]([O:36][CH3:37])[CH:33]=[CH:32][C:29]=1[CH2:30][NH2:31].CCN=C=NCCCN(C)C.Cl.C1C=CC2N(O)N=NC=2C=1, predict the reaction product. The product is: [CH3:26][O:27][C:28]1[CH:35]=[C:34]([O:36][CH3:37])[CH:33]=[CH:32][C:29]=1[CH2:30][NH:31][C:9]([C:8]1[CH:7]=[C:6]([C:12]2[CH:17]=[CH:16][N:15]=[C:14](/[CH:18]=[CH:19]/[C:20]3[CH:21]=[CH:22][CH:23]=[CH:24][CH:25]=3)[CH:13]=2)[NH:5][C:4]=1[CH:1]([CH3:2])[CH3:3])=[O:10]. (2) Given the reactants [NH2:1][CH:2]([C:11]1[C:16]([O:17][CH3:18])=[CH:15][CH:14]=[CH:13][C:12]=1[O:19][CH3:20])[CH2:3][CH:4]([CH3:10])[C:5]([O:7]CC)=O.[C:21]1([C:29]2[CH:34]=[CH:33][CH:32]=[CH:31][CH:30]=2)[CH:26]=[CH:25][CH:24]=[C:23]([CH:27]=O)[CH:22]=1, predict the reaction product. The product is: [C:21]1([C:29]2[CH:30]=[CH:31][CH:32]=[CH:33][CH:34]=2)[CH:26]=[CH:25][CH:24]=[C:23]([CH2:27][N:1]2[CH:2]([C:11]3[C:12]([O:19][CH3:20])=[CH:13][CH:14]=[CH:15][C:16]=3[O:17][CH3:18])[CH2:3][CH:4]([CH3:10])[C:5]2=[O:7])[CH:22]=1. (3) Given the reactants C([O:3][C:4](=[O:14])[C:5]([C:7]1[S:8][C:9]([Br:13])=[CH:10][C:11]=1[Br:12])=[O:6])C.Cl, predict the reaction product. The product is: [Br:12][C:11]1[CH:10]=[C:9]([Br:13])[S:8][C:7]=1[C:5](=[O:6])[C:4]([OH:14])=[O:3]. (4) Given the reactants COC(C1C=C(O)C2C(=C(OCC3C=CC=CC=3)C=C(C#CCOCC3C=CC=CC=3)C=2)N=1)=O.[CH3:35][O:36][C:37]([C:39]1[CH:48]=[C:47]([C:49]#[C:50][CH2:51][O:52]CC2C=CC=CC=2)[C:46]2[C:41](=[C:42]([O:60]CC3C=CC=CC=3)[CH:43]=[CH:44][CH:45]=2)[N:40]=1)=[O:38], predict the reaction product. The product is: [CH3:35][O:36][C:37]([C:39]1[CH:48]=[C:47]([CH2:49][CH2:50][CH2:51][OH:52])[C:46]2[C:41](=[C:42]([OH:60])[CH:43]=[CH:44][CH:45]=2)[N:40]=1)=[O:38]. (5) Given the reactants [CH3:1][S:2]([NH:5][C:6]1[CH:15]=[CH:14][C:13]([C:16]([F:19])([F:18])[F:17])=[CH:12][C:7]=1[C:8]([O:10]C)=[O:9])(=[O:4])=[O:3].[OH-].[Li+].Cl, predict the reaction product. The product is: [CH3:1][S:2]([NH:5][C:6]1[CH:15]=[CH:14][C:13]([C:16]([F:17])([F:18])[F:19])=[CH:12][C:7]=1[C:8]([OH:10])=[O:9])(=[O:4])=[O:3].